From a dataset of Full USPTO retrosynthesis dataset with 1.9M reactions from patents (1976-2016). Predict the reactants needed to synthesize the given product. (1) Given the product [Cl:45][C:46]1[S:50][C:49]([CH2:51][N:7]2[C:8]3[C:4](=[CH:3][C:2]([F:1])=[CH:10][CH:9]=3)[C:5]3([C:15]4=[CH:16][C:17]5[O:21][CH2:20][O:19][C:18]=5[CH:22]=[C:14]4[O:13][CH2:12]3)[C:6]2=[O:11])=[CH:48][CH:47]=1, predict the reactants needed to synthesize it. The reactants are: [F:1][C:2]1[CH:3]=[C:4]2[C:8](=[CH:9][CH:10]=1)[NH:7][C:6](=[O:11])[C:5]12[C:15]2=[CH:16][C:17]3[O:21][CH2:20][O:19][C:18]=3[CH:22]=[C:14]2[O:13][CH2:12]1.BrC1C=CC=C2C=1C1(C3=CC4OCOC=4C=C3OC1)C(=O)N2.[Cl:45][C:46]1[S:50][C:49]([CH2:51]Cl)=[CH:48][CH:47]=1.BrCC1OC(C(F)(F)F)=CC=1. (2) Given the product [OH:7][CH2:6][C@H:5]([NH:4][C:1](=[O:3])[CH3:2])[CH2:11][C:12]1[CH:13]=[N:14][CH:15]=[CH:16][CH:17]=1, predict the reactants needed to synthesize it. The reactants are: [C:1]([NH:4][C@H:5]([CH2:11][C:12]1[CH:13]=[N:14][CH:15]=[CH:16][CH:17]=1)[C:6](OCC)=[O:7])(=[O:3])[CH3:2].[BH4-].[Na+].Cl. (3) Given the product [Cl:14][C:15]1[CH:16]=[CH:17][C:18]([NH:21][C:22]2[S:23][CH:24]=[CH:25][N:26]=2)=[CH:19][C:20]=1[O:8][CH2:7][C:3]1[CH2:4][CH2:5][CH2:6][C:2]=1[CH3:1], predict the reactants needed to synthesize it. The reactants are: [CH3:1][CH:2]1[CH2:6][CH2:5][CH2:4][CH:3]1[CH2:7][OH:8].Br.CC(O)=O.[Cl:14][C:15]1[CH:20]=[CH:19][C:18]([NH:21][C:22]2[S:23][CH:24]=[CH:25][N:26]=2)=[CH:17][C:16]=1O.C([O-])([O-])=O.[Cs+].[Cs+]. (4) The reactants are: Br[C:2]1[NH:3][C:4]2[C:9]([C:10]=1C1CCCCC1)=[CH:8][CH:7]=[C:6]([C:17]([O:19]C)=[O:18])[CH:5]=2.[Li+].[OH-].Cl. Given the product [NH:3]1[C:4]2[C:9](=[CH:8][CH:7]=[C:6]([C:17]([OH:19])=[O:18])[CH:5]=2)[CH:10]=[CH:2]1, predict the reactants needed to synthesize it. (5) Given the product [F:22][C:21]1[CH:20]=[CH:19][CH:18]=[C:17]([F:23])[C:16]=1[C:15]([NH:14][C:2]([CH3:13])([CH3:1])[C:3]([C:4]1[CH:9]=[CH:8][C:7]([CH:10]=[O:25])=[CH:6][CH:5]=1)=[O:12])=[O:24], predict the reactants needed to synthesize it. The reactants are: [CH3:1][C:2]([NH:14][C:15](=[O:24])[C:16]1[C:21]([F:22])=[CH:20][CH:19]=[CH:18][C:17]=1[F:23])([CH3:13])[C:3](=[O:12])[C:4]1[CH:9]=[CH:8][C:7]([CH:10]=C)=[CH:6][CH:5]=1.[O:25]=[O+][O-].C1(P(C2C=CC=CC=2)C2C=CC=CC=2)C=CC=CC=1. (6) Given the product [CH2:34]([N:41]1[CH2:19][C:18]2[C:17](=[CH:28][CH:27]=[CH:26][CH:25]=2)[CH:16]1[C:10]1[CH:11]=[C:12]([F:15])[CH:13]=[CH:14][C:9]=1[O:8][CH2:1][C:2]1[CH:7]=[CH:6][CH:5]=[CH:4][CH:3]=1)[C:35]1[CH:40]=[CH:39][CH:38]=[CH:37][CH:36]=1, predict the reactants needed to synthesize it. The reactants are: [CH2:1]([O:8][C:9]1[CH:14]=[CH:13][C:12]([F:15])=[CH:11][C:10]=1[CH:16](OS(C)(=O)=O)[C:17]1[CH:28]=[CH:27][CH:26]=[CH:25][C:18]=1[CH2:19]OS(C)(=O)=O)[C:2]1[CH:7]=[CH:6][CH:5]=[CH:4][CH:3]=1.[CH2:34]([NH2:41])[C:35]1[CH:40]=[CH:39][CH:38]=[CH:37][CH:36]=1.CCN(C(C)C)C(C)C. (7) Given the product [Cl:1][C:2]1[C:7]([F:8])=[CH:6][CH:5]=[CH:4][C:3]=1[C@@:9]([NH:19][S@@:20]([C:22]([CH3:25])([CH3:24])[CH3:23])=[O:21])([CH2:10][CH2:11][OH:12])[CH3:18], predict the reactants needed to synthesize it. The reactants are: [Cl:1][C:2]1[C:7]([F:8])=[CH:6][CH:5]=[CH:4][C:3]=1[C@:9]([NH:19][S@@:20]([C:22]([CH3:25])([CH3:24])[CH3:23])=[O:21])([CH3:18])[CH2:10][C:11](OC(C)(C)C)=[O:12].[BH4-].[Li+].CO. (8) Given the product [NH2:19][C:5]1[CH:4]=[CH:3][C:2]([Cl:1])=[CH:18][C:6]=1[O:7][C:8]1[CH:17]=[CH:16][CH:15]=[CH:14][C:9]=1[C:10]([O:12][CH3:13])=[O:11], predict the reactants needed to synthesize it. The reactants are: [Cl:1][C:2]1[CH:3]=[CH:4][C:5]([N+:19]([O-])=O)=[C:6]([CH:18]=1)[O:7][C:8]1[CH:17]=[CH:16][CH:15]=[CH:14][C:9]=1[C:10]([O:12][CH3:13])=[O:11].O.C(=O)(O)[O-].